This data is from Forward reaction prediction with 1.9M reactions from USPTO patents (1976-2016). The task is: Predict the product of the given reaction. (1) Given the reactants [Cl:1][C:2]1[CH:3]=[CH:4][CH:5]=[C:6]2[C:10]=1[NH:9][N:8]=[C:7]2[C:11]1[CH:16]=[CH:15][C:14]([O:17][CH3:18])=[CH:13][C:12]=1[CH3:19].[H-].[Na+].[CH2:22](I)[CH2:23][CH3:24], predict the reaction product. The product is: [Cl:1][C:2]1[C:10]2[C:6](=[C:7]([C:11]3[CH:16]=[CH:15][C:14]([O:17][CH3:18])=[CH:13][C:12]=3[CH3:19])[N:8]([CH2:22][CH2:23][CH3:24])[N:9]=2)[CH:5]=[CH:4][CH:3]=1. (2) The product is: [CH3:6][C:5]1[CH:4]=[CH:3][NH:9][C:8](=[O:15])[C:7]=1[C:10]#[N:11]. Given the reactants CO[CH:3](OC)[CH2:4][C:5](=[C:7]([C:10]#[N:11])[C:8]#[N:9])[CH3:6].C[O:15]/C=C/C(=C(C#N)C#N)C.S(=O)(=O)(O)O, predict the reaction product. (3) Given the reactants F[C:2]1[CH:7]=[CH:6][C:5]([N+:8]([O-:10])=[O:9])=[CH:4][CH:3]=1.[NH:11]1[CH2:16][CH2:15][CH2:14][CH:13]([NH:17][C:18](=[O:24])[O:19][C:20]([CH3:23])([CH3:22])[CH3:21])[CH2:12]1.CCN(C(C)C)C(C)C, predict the reaction product. The product is: [N+:8]([C:5]1[CH:6]=[CH:7][C:2]([N:11]2[CH2:16][CH2:15][CH2:14][CH:13]([NH:17][C:18](=[O:24])[O:19][C:20]([CH3:22])([CH3:21])[CH3:23])[CH2:12]2)=[CH:3][CH:4]=1)([O-:10])=[O:9]. (4) Given the reactants C[O:2][C:3](=[O:24])[C@@H:4]([C:13]1[CH:18]=[CH:17][C:16]([S:19]([CH3:22])(=[O:21])=[O:20])=[C:15]([Cl:23])[CH:14]=1)[CH2:5][C@@H:6]1[CH2:10][CH2:9][C:8]([F:12])([F:11])[CH2:7]1.O.[OH-].[Li+], predict the reaction product. The product is: [Cl:23][C:15]1[CH:14]=[C:13]([CH:4]([CH2:5][C@@H:6]2[CH2:10][CH2:9][C:8]([F:12])([F:11])[CH2:7]2)[C:3]([OH:24])=[O:2])[CH:18]=[CH:17][C:16]=1[S:19]([CH3:22])(=[O:20])=[O:21]. (5) Given the reactants [N+:1]([C:4]1[CH:5]=[C:6]([CH:10]=[C:11]([C:13]([F:16])([F:15])[F:14])[CH:12]=1)[C:7]([OH:9])=O)([O-:3])=[O:2].CCN(C(C)C)C(C)C.[NH:26]1[CH2:31][CH2:30][S:29][CH2:28][CH2:27]1, predict the reaction product. The product is: [N+:1]([C:4]1[CH:5]=[C:6]([C:7]([N:26]2[CH2:31][CH2:30][S:29][CH2:28][CH2:27]2)=[O:9])[CH:10]=[C:11]([C:13]([F:16])([F:15])[F:14])[CH:12]=1)([O-:3])=[O:2]. (6) Given the reactants [NH2:1][C:2]1[CH:12]=[CH:11][C:5]([C:6]([O:8][CH2:9][CH3:10])=[O:7])=[CH:4][N:3]=1.Cl[CH2:14][CH2:15][CH2:16][S:17](Cl)(=[O:19])=[O:18], predict the reaction product. The product is: [O:18]=[S:17]1(=[O:19])[CH2:16][CH2:15][CH2:14][N:1]1[C:2]1[CH:12]=[CH:11][C:5]([C:6]([O:8][CH2:9][CH3:10])=[O:7])=[CH:4][N:3]=1. (7) Given the reactants [F:1][C:2]([F:25])([F:24])[C:3]1[CH:8]=[CH:7][CH:6]=[CH:5][C:4]=1[C:9]1[CH:14]=[CH:13][CH:12]=[C:11]([C:15]2[NH:19][C:18]([C:20]([O:22]C)=O)=[N:17][CH:16]=2)[CH:10]=1.[NH3:26], predict the reaction product. The product is: [F:24][C:2]([F:1])([F:25])[C:3]1[CH:8]=[CH:7][CH:6]=[CH:5][C:4]=1[C:9]1[CH:14]=[CH:13][CH:12]=[C:11]([C:15]2[NH:19][C:18]([C:20]([NH2:26])=[O:22])=[N:17][CH:16]=2)[CH:10]=1. (8) Given the reactants [CH2:1]([O:8][C:9]1[C:10]([O:21][CH3:22])=[C:11]([C:13]([C:16]2[NH:17][CH2:18][CH2:19][N:20]=2)=[CH:14][CH:15]=1)[NH2:12])[C:2]1[CH:7]=[CH:6][CH:5]=[CH:4][CH:3]=1.[CH2:23]([N:25](CC)CC)C.N#CBr, predict the reaction product. The product is: [CH2:1]([O:8][C:9]1[CH:15]=[CH:14][C:13]2[C:16]3[N:20]([CH2:19][CH2:18][N:17]=3)[C:23]([NH2:25])=[N:12][C:11]=2[C:10]=1[O:21][CH3:22])[C:2]1[CH:3]=[CH:4][CH:5]=[CH:6][CH:7]=1. (9) Given the reactants Br[C:2]1[CH:7]=[C:6]([F:8])[CH:5]=[C:4]([Br:9])[CH:3]=1.CC1(C)C(C)(C)OB([C:18]2[CH:23]=[CH:22][N:21]=[CH:20][CH:19]=2)O1.C([O-])([O-])=O.[K+].[K+], predict the reaction product. The product is: [Br:9][C:4]1[CH:3]=[C:2]([C:18]2[CH:23]=[CH:22][N:21]=[CH:20][CH:19]=2)[CH:7]=[C:6]([F:8])[CH:5]=1. (10) Given the reactants [OH:1][CH2:2][C:3]1([CH3:9])[CH2:7][O:6][C:5](=[O:8])[NH:4]1.[S:10](Cl)([C:13]1[CH:19]=[CH:18][C:16]([CH3:17])=[CH:15][CH:14]=1)(=[O:12])=[O:11].O, predict the reaction product. The product is: [CH3:17][C:16]1[CH:18]=[CH:19][C:13]([S:10]([O:1][CH2:2][C:3]2([CH3:9])[CH2:7][O:6][C:5](=[O:8])[NH:4]2)(=[O:12])=[O:11])=[CH:14][CH:15]=1.